From a dataset of Reaction yield outcomes from USPTO patents with 853,638 reactions. Predict the reaction yield, written as a fraction of the theoretical maximum amount of product (1.0 means a 100% yield; for example, 0.34 means a 34% yield). (1) The reactants are C(N(C(C)C)CC)(C)C.[Cl:10][C:11]1[C:16]2[C:17](=[O:31])[O:18][C:19]([C:21]3[C:30]4[C:25](=[CH:26][CH:27]=[CH:28][CH:29]=4)[CH:24]=[CH:23][CH:22]=3)=[N:20][C:15]=2[CH:14]=[CH:13][CH:12]=1.[CH:32]1([CH2:38][NH2:39])[CH2:37][CH2:36][CH2:35][CH2:34][CH2:33]1. No catalyst specified. The product is [Cl:10][C:11]1[C:16]([C:17]([NH:39][CH2:38][CH:32]2[CH2:37][CH2:36][CH2:35][CH2:34][CH2:33]2)=[O:31])=[C:15]([NH:20][C:19]([C:21]2[C:30]3[C:25](=[CH:26][CH:27]=[CH:28][CH:29]=3)[CH:24]=[CH:23][CH:22]=2)=[O:18])[CH:14]=[CH:13][CH:12]=1. The yield is 0.920. (2) The reactants are [Cl:1][C:2]1[CH:7]=[C:6]([CH3:8])[CH:5]=[CH:4][C:3]=1[OH:9].[Br:10][CH2:11][CH2:12]Br.C(=O)([O-])[O-].[Cs+].[Cs+]. The catalyst is C(#N)C. The product is [Br:10][CH2:11][CH2:12][O:9][C:3]1[CH:4]=[CH:5][C:6]([CH3:8])=[CH:7][C:2]=1[Cl:1]. The yield is 0.760. (3) The reactants are [CH3:1][C:2]1([CH3:19])[C:6]([CH3:8])([CH3:7])[O:5][B:4]([C:9]2[CH:18]=[CH:17][C:12]([O:13][CH2:14][CH2:15][OH:16])=[CH:11][CH:10]=2)[O:3]1.C(N(CC)CC)C.[C:27]1(C)[CH:32]=[CH:31][C:30]([S:33](Cl)(=[O:35])=[O:34])=[CH:29][CH:28]=1. The catalyst is CN(C)C1C=CN=CC=1.ClCCl. The product is [C:30]1([S:33]([O:16][CH2:15][CH2:14][O:13][C:12]2[CH:17]=[CH:18][C:9]([B:4]3[O:3][C:2]([CH3:19])([CH3:1])[C:6]([CH3:7])([CH3:8])[O:5]3)=[CH:10][CH:11]=2)(=[O:35])=[O:34])[CH:31]=[CH:32][CH:27]=[CH:28][CH:29]=1. The yield is 0.880. (4) The reactants are C([O-])([O-])=O.[Cs+].[Cs+].[CH3:7][O:8][C:9]1[N:14]=[C:13]([C:15]2[CH:20]=[CH:19][C:18]([CH:21]([OH:26])[C:22]([F:25])([F:24])[F:23])=[CH:17][CH:16]=2)[CH:12]=[CH:11][CH:10]=1.[NH2:27][C:28]1[N:33]=[C:32]([C:34]2[CH:39]=[CH:38][C:37]([CH2:40][C@H:41]([NH:45][C:46]([O:48][C:49]([CH3:52])([CH3:51])[CH3:50])=[O:47])[C:42]([OH:44])=[O:43])=[CH:36][CH:35]=2)[CH:31]=[C:30](Cl)[N:29]=1.O. The catalyst is O1CCOCC1.C(OCC)(=O)C. The product is [NH2:27][C:28]1[N:33]=[C:32]([C:34]2[CH:39]=[CH:38][C:37]([CH2:40][C@H:41]([NH:45][C:46]([O:48][C:49]([CH3:52])([CH3:51])[CH3:50])=[O:47])[C:42]([OH:44])=[O:43])=[CH:36][CH:35]=2)[CH:31]=[C:30]([O:26][CH:21]([C:18]2[CH:19]=[CH:20][C:15]([C:13]3[CH:12]=[CH:11][CH:10]=[C:9]([O:8][CH3:7])[N:14]=3)=[CH:16][CH:17]=2)[C:22]([F:23])([F:24])[F:25])[N:29]=1. The yield is 0.880. (5) The reactants are [C:1]([N:5]1[CH2:10][CH2:9][C:8]2[NH:11][C:12]3[N:13]([N:14]=[C:15]([C:20]4[CH:25]=[CH:24][C:23]([O:26][C:27]5[CH:32]=[CH:31][CH:30]=[CH:29][CH:28]=5)=[CH:22][CH:21]=4)[C:16]=3[C:17]([NH2:19])=[O:18])[C:7]=2[CH2:6]1)(=[O:4])[CH:2]=C.[CH3:33][O-].[Na+].Cl.[CH3:37][NH:38][CH3:39]. The catalyst is CO. The product is [CH3:37][N:38]([CH3:33])[CH2:39][CH2:2][C:1]([N:5]1[CH2:10][CH2:9][C:8]2[N:11]3[N:14]=[C:15]([C:20]4[CH:21]=[CH:22][C:23]([O:26][C:27]5[CH:32]=[CH:31][CH:30]=[CH:29][CH:28]=5)=[CH:24][CH:25]=4)[C:16]([C:17]([NH2:19])=[O:18])=[C:12]3[NH:13][C:7]=2[CH2:6]1)=[O:4]. The yield is 0.350. (6) The reactants are [CH3:1][C:2]1([CH3:27])[CH2:11][C:10]2[C:5](=[CH:6][CH:7]=[C:8]([C:12](O)=[O:13])[CH:9]=2)[NH:4][CH:3]1[C:15]1[CH:20]=[CH:19][C:18]([N:21]2[CH2:26][CH2:25][O:24][CH2:23][CH2:22]2)=[CH:17][CH:16]=1.[CH3:28][S:29]([NH2:32])(=[O:31])=[O:30]. The catalyst is CN(C)C1C=CN=CC=1.ClCCl. The product is [CH3:27][C:2]1([CH3:1])[CH2:11][C:10]2[C:5](=[CH:6][CH:7]=[C:8]([C:12]([NH:32][S:29]([CH3:28])(=[O:31])=[O:30])=[O:13])[CH:9]=2)[NH:4][CH:3]1[C:15]1[CH:20]=[CH:19][C:18]([N:21]2[CH2:26][CH2:25][O:24][CH2:23][CH2:22]2)=[CH:17][CH:16]=1. The yield is 0.400. (7) The reactants are [Br:1][C:2]1[CH:7]=[CH:6][CH:5]=[C:4](F)[N:3]=1.[CH3:9][CH:10]1[NH:15][CH2:14][CH:13]([NH:16][C:17](=[O:23])[O:18][C:19]([CH3:22])([CH3:21])[CH3:20])[CH2:12][CH2:11]1. The yield is 0.390. The product is [Br:1][C:2]1[N:3]=[C:4]([N:15]2[CH:10]([CH3:9])[CH2:11][CH2:12][CH:13]([NH:16][C:17](=[O:23])[O:18][C:19]([CH3:22])([CH3:21])[CH3:20])[CH2:14]2)[CH:5]=[CH:6][CH:7]=1. The catalyst is CS(C)=O. (8) The reactants are F[C:2]1[CH:7]=[C:6](F)[C:5]([N+:9]([O-:11])=[O:10])=[CH:4][C:3]=1[N+:12]([O-:14])=[O:13].[CH3:15][O-:16].[Na+].[Na].Cl.[CH3:20][OH:21]. The catalyst is C(Cl)(Cl)Cl.O. The product is [CH3:15][O:16][C:2]1[CH:7]=[C:6]([O:21][CH3:20])[C:5]([N+:9]([O-:11])=[O:10])=[CH:4][C:3]=1[N+:12]([O-:14])=[O:13]. The yield is 0.880. (9) The reactants are [NH2:1][C:2]1[C@:3]2([CH2:21][F:22])[S:18](=[O:20])(=[O:19])[C@H:6]([C@:7]([C:10]3[CH:15]=[C:14]([NH2:16])[CH:13]=[CH:12][C:11]=3[F:17])([CH3:9])[N:8]=1)[CH2:5][CH2:4]2.[CH3:23][C:24]([CH3:39])([CH3:38])[C:25]#[C:26][CH2:27][O:28][C:29]1[N:30]=[CH:31][C:32]([C:35](O)=[O:36])=[N:33][CH:34]=1.CCCP1(OP(CCC)(=O)OP(CCC)(=O)O1)=O.C(=O)(O)[O-].[Na+]. The catalyst is CN(C)C=O.C(OCC)(=O)C.O. The product is [NH2:1][C:2]1[C@:3]2([CH2:21][F:22])[S:18](=[O:19])(=[O:20])[C@@H:6]([CH2:5][CH2:4]2)[C@:7]([C:10]2[CH:15]=[C:14]([NH:16][C:35]([C:32]3[CH:31]=[N:30][C:29]([O:28][CH2:27][C:26]#[C:25][C:24]([CH3:39])([CH3:38])[CH3:23])=[CH:34][N:33]=3)=[O:36])[CH:13]=[CH:12][C:11]=2[F:17])([CH3:9])[N:8]=1. The yield is 0.211.